From a dataset of Reaction yield outcomes from USPTO patents with 853,638 reactions. Predict the reaction yield, written as a fraction of the theoretical maximum amount of product (1.0 means a 100% yield; for example, 0.34 means a 34% yield). (1) No catalyst specified. The yield is 0.410. The reactants are C(OC(=O)[N:7]([C:16]1[S:17][C@:18]2([CH2:33][N:34]3[C:38]([CH3:39])=[CH:37][N:36]=[N:35]3)[C@H:20]([C@:21]([C:25]3[CH:30]=[C:29](Br)[CH:28]=[CH:27][C:26]=3[F:32])([CH2:23][F:24])[N:22]=1)[CH2:19]2)COCC[Si](C)(C)C)(C)(C)C.[NH2:41]C1S[C@]2(CC#N)[C@H]([C@](C3C=C(N)C=CC=3F)(CF)N=1)C2. The product is [NH2:41][C:29]1[CH:28]=[CH:27][C:26]([F:32])=[C:25]([C@:21]2([CH2:23][F:24])[C@H:20]3[C@:18]([CH2:33][N:34]4[C:38]([CH3:39])=[CH:37][N:36]=[N:35]4)([CH2:19]3)[S:17][C:16]([NH2:7])=[N:22]2)[CH:30]=1. (2) The reactants are [CH3:1][O:2][C:3]1[CH:4]=[C:5]2[C:9](=[CH:10][CH:11]=1)[NH:8][CH:7]=[CH:6]2.[C:12]1(B(O)O)[CH:17]=[CH:16][CH:15]=[CH:14][CH:13]=1. The catalyst is C(O)(=O)C.CC([O-])=O.CC([O-])=O.[Pd+2].C([O-])(=O)C.[Cu+2].C([O-])(=O)C. The product is [CH3:1][O:2][C:3]1[CH:4]=[C:5]2[C:9](=[CH:10][CH:11]=1)[NH:8][C:7]([C:12]1[CH:17]=[CH:16][CH:15]=[CH:14][CH:13]=1)=[CH:6]2. The yield is 0.240. (3) The reactants are [CH3:1][C:2]1[CH:3]=[C:4]([CH:34]=[CH:35][C:36]=1[CH3:37])[CH2:5][N:6]1[CH2:10][CH:9]([CH2:11][CH2:12]OS(C2C=CC(C)=CC=2)(=O)=O)[N:8]([CH2:24][C:25]2[CH:30]=[CH:29][C:28]([O:31][CH3:32])=[CH:27][CH:26]=2)[C:7]1=[O:33].[CH2:38]([O:40][C:41](=[O:53])[C:42]([O:45][C:46]1[CH:51]=[CH:50][C:49]([OH:52])=[CH:48][CH:47]=1)([CH3:44])[CH3:43])[CH3:39].N#N. The catalyst is CN(C=O)C. The product is [CH2:38]([O:40][C:41](=[O:53])[C:42]([O:45][C:46]1[CH:47]=[CH:48][C:49]([O:52][CH2:12][CH2:11][CH:9]2[CH2:10][N:6]([CH2:5][C:4]3[CH:34]=[CH:35][C:36]([CH3:37])=[C:2]([CH3:1])[CH:3]=3)[C:7](=[O:33])[N:8]2[CH2:24][C:25]2[CH:26]=[CH:27][C:28]([O:31][CH3:32])=[CH:29][CH:30]=2)=[CH:50][CH:51]=1)([CH3:44])[CH3:43])[CH3:39]. The yield is 0.990. (4) The reactants are [CH2:1]([O:3][C:4]([C:6]1[C:10]([N+:11]([O-])=O)=[CH:9][NH:8][N:7]=1)=[O:5])[CH3:2]. The catalyst is CCO.[Pd]. The product is [CH2:1]([O:3][C:4]([C:6]1[C:10]([NH2:11])=[CH:9][NH:8][N:7]=1)=[O:5])[CH3:2]. The yield is 0.980. (5) The reactants are [CH2:1]([O:8][C:9]1[CH:10]=[C:11]([C:17]2[N:18]=[C:19]([CH:27]3[CH2:30][CH2:29][CH2:28]3)[N:20]3[CH:25]=[CH:24][N:23]=[C:22](Cl)[C:21]=23)[CH:12]=[CH:13][C:14]=1[O:15][CH3:16])[C:2]1[CH:7]=[CH:6][CH:5]=[CH:4][CH:3]=1.C(OC1C=C(C(NC(C2CCC2)=O)C2C(Cl)=NC=C[N:49]=2)C=CC=1OC)C1C=CC=CC=1. The catalyst is O=P(Cl)(Cl)Cl. The product is [CH2:1]([O:8][C:9]1[CH:10]=[C:11]([C:17]2[N:18]=[C:19]([CH:27]3[CH2:30][CH2:29][CH2:28]3)[N:20]3[CH:25]=[CH:24][N:23]=[C:22]([NH2:49])[C:21]=23)[CH:12]=[CH:13][C:14]=1[O:15][CH3:16])[C:2]1[CH:7]=[CH:6][CH:5]=[CH:4][CH:3]=1. The yield is 0.870.